Predict the reaction yield, written as a fraction of the theoretical maximum amount of product (1.0 means a 100% yield; for example, 0.34 means a 34% yield). From a dataset of Reaction yield outcomes from USPTO patents with 853,638 reactions. (1) The reactants are [CH3:1][O:2][C:3]1[CH:4]=[C:5]2[C:10](=O)[NH:9][C:7](=O)[C:6]2=[CH:12][CH:13]=1.B.CO.Cl. The catalyst is O1CCCC1. The product is [CH3:1][O:2][C:3]1[CH:4]=[C:5]2[C:6](=[CH:12][CH:13]=1)[CH2:7][NH:9][CH2:10]2. The yield is 0.470. (2) The reactants are [Cl:1][C:2]1[CH:20]=[CH:19][C:5]([O:6][C:7]2[CH:12]=[CH:11][CH:10]=[CH:9][C:8]=2/[CH:13]=[CH:14]/[C:15](OC)=[O:16])=[CH:4][CH:3]=1.[NH2:21][OH:22].O.[OH-].[Na+].CCOC(C)=O. The catalyst is CC(O)C.O. The product is [Cl:1][C:2]1[CH:20]=[CH:19][C:5]([O:6][C:7]2[CH:12]=[CH:11][CH:10]=[CH:9][C:8]=2/[CH:13]=[CH:14]/[C:15]([NH:21][OH:22])=[O:16])=[CH:4][CH:3]=1. The yield is 0.840. (3) The reactants are [CH3:1][N:2]([CH3:17])[CH:3]1[CH2:7][CH2:6][N:5](CC2C=CC=CC=2)[C:4]1([CH3:16])[CH3:15].Cl. The catalyst is CO.[Pd]. The product is [CH3:1][N:2]([CH3:17])[CH:3]1[CH2:7][CH2:6][NH:5][C:4]1([CH3:16])[CH3:15]. The yield is 0.850. (4) The reactants are [N:1]1([C:6]([CH3:11])([CH3:10])[CH2:7][CH2:8][OH:9])[CH:5]=[CH:4][N:3]=[CH:2]1.C1C=CC(P(C2C=CC=CC=2)C2C=CC=CC=2)=CC=1.[Cl:31][C:32]1[CH:37]=[CH:36][C:35]([N:38]([C@H:42]2[C:51]3[C:46](=[CH:47][CH:48]=[CH:49][CH:50]=3)[N:45]([C:52](=[O:60])[C:53]3[CH:58]=[CH:57][C:56](O)=[CH:55][CH:54]=3)[C@@H:44]([CH3:61])[CH2:43]2)[C:39](=[O:41])[CH3:40])=[CH:34][CH:33]=1.CCOC(/N=N/C(OCC)=O)=O. The catalyst is C1C=CC=CC=1. The product is [Cl:31][C:32]1[CH:33]=[CH:34][C:35]([N:38]([C@H:42]2[C:51]3[C:46](=[CH:47][CH:48]=[CH:49][CH:50]=3)[N:45]([C:52](=[O:60])[C:53]3[CH:58]=[CH:57][C:56]([O:9][CH2:8][CH2:7][C:6]([N:1]4[CH:5]=[CH:4][N:3]=[CH:2]4)([CH3:11])[CH3:10])=[CH:55][CH:54]=3)[C@@H:44]([CH3:61])[CH2:43]2)[C:39](=[O:41])[CH3:40])=[CH:36][CH:37]=1. The yield is 0.460. (5) The yield is 0.570. The catalyst is O.C(#N)C. The reactants are [CH2:1]([N:8]1[CH2:26][CH2:25][C:11]2([CH2:15][N:14](CC3C=CC(OC)=CC=3)[CH2:13][CH2:12]2)[CH2:10][CH2:9]1)[C:2]1[CH:7]=[CH:6][CH:5]=[CH:4][CH:3]=1.[N+]([O-])([O-])=O.[Ce+4].[NH4+].[N+]([O-])([O-])=O.[N+]([O-])([O-])=O.[N+]([O-])([O-])=O.[N+]([O-])([O-])=O. The product is [CH2:1]([N:8]1[CH2:9][CH2:10][C:11]2([CH2:15][NH:14][CH2:13][CH2:12]2)[CH2:25][CH2:26]1)[C:2]1[CH:3]=[CH:4][CH:5]=[CH:6][CH:7]=1. (6) The reactants are [Cl:1][C:2]1[C:7]2[CH2:8][O:9][C@:10]3([CH3:15])[C@H:14]([C:6]=2[CH:5]=[CH:4][CH:3]=1)[CH2:13][NH:12][CH2:11]3.[Br:16]N1C(=O)CCC1=O. The catalyst is S(=O)(=O)(O)O. The product is [Br:16][C:5]1[C:6]2[C@H:14]3[C@:10]([CH3:15])([CH2:11][NH:12][CH2:13]3)[O:9][CH2:8][C:7]=2[C:2]([Cl:1])=[CH:3][CH:4]=1. The yield is 0.600.